Predict the product of the given reaction. From a dataset of Forward reaction prediction with 1.9M reactions from USPTO patents (1976-2016). (1) Given the reactants N(C(OC(C)C)=O)=NC(OC(C)C)=O.[Cl:15][C:16]1[S:47][C:19]2[C:20]3([CH2:30][CH2:29][N:28]([CH2:31][C:32]4[C:33]([CH3:46])=[N:34][N:35]([C:37]5[C:42]([F:43])=[CH:41][CH:40]=[CH:39][C:38]=5[CH2:44]O)[CH:36]=4)[CH2:27][CH2:26]3)[O:21][CH2:22][C:23]([F:25])([F:24])[C:18]=2[CH:17]=1.[C:48]1(=[O:58])[NH:52][C:51](=[O:53])[C:50]2=[CH:54][CH:55]=[CH:56][CH:57]=[C:49]12.C1(P(C2C=CC=CC=2)C2C=CC=CC=2)C=CC=CC=1, predict the reaction product. The product is: [Cl:15][C:16]1[S:47][C:19]2[C:20]3([CH2:30][CH2:29][N:28]([CH2:31][C:32]4[C:33]([CH3:46])=[N:34][N:35]([C:37]5[C:42]([F:43])=[CH:41][CH:40]=[CH:39][C:38]=5[CH2:44][N:52]5[C:48](=[O:58])[C:49]6[C:50](=[CH:54][CH:55]=[CH:56][CH:57]=6)[C:51]5=[O:53])[CH:36]=4)[CH2:27][CH2:26]3)[O:21][CH2:22][C:23]([F:24])([F:25])[C:18]=2[CH:17]=1. (2) Given the reactants [NH2:1][C:2]1[CH:17]=[CH:16][C:5]([O:6][C:7]2[CH:8]=[C:9]([NH2:15])[C:10]([NH:13][CH3:14])=[CH:11][CH:12]=2)=[C:4]([CH3:18])[CH:3]=1.O.[C:20](=[O:23])(O)[O-].[Na+].[CH:25](O)=O, predict the reaction product. The product is: [CH3:18][C:4]1[CH:3]=[C:2]([NH:1][CH:20]=[O:23])[CH:17]=[CH:16][C:5]=1[O:6][C:7]1[CH:12]=[CH:11][C:10]2[N:13]([CH3:25])[CH:14]=[N:15][C:9]=2[CH:8]=1. (3) Given the reactants [CH3:1][C:2]1[C:10]([NH:11][C:12]([C:14]2[CH:15]=[N:16][N:17]3[CH:22]=[C:21](C4C=NN(C)C=4)[CH:20]=[CH:19][C:18]=23)=[O:13])=[CH:9][C:5]([C:6]([OH:8])=[O:7])=[CH:4][N:3]=1.BrC1C=CN2[C:36]([C:39]([NH:41]C3C(C)=NC=C(C=3)C(OC)=O)=O)=[CH:37][N:38]=[C:32]2C=1.CN1C(B2OC(C)(C)C(C)(C)O2)=CC=N1.[OH-].[Na+], predict the reaction product. The product is: [CH3:1][C:2]1[C:10]([NH:11][C:12]([C:14]2[CH:15]=[N:16][N:17]3[CH:22]=[C:21]([C:37]4[N:38]([CH3:32])[N:41]=[CH:39][CH:36]=4)[CH:20]=[CH:19][C:18]=23)=[O:13])=[CH:9][C:5]([C:6]([OH:8])=[O:7])=[CH:4][N:3]=1. (4) Given the reactants [CH2:1]([O:8][C:9]1[N:17]=[C:16]([C:18]2[CH:23]=[CH:22][C:21]([N:24]([CH3:26])[CH3:25])=[CH:20][CH:19]=2)[C:15]([CH:27]=[O:28])=[C:14]([O:29][CH2:30][C:31]2[CH:36]=[CH:35][CH:34]=[CH:33][CH:32]=2)[C:10]=1[C:11]([O-:13])=[O:12])[C:2]1[CH:7]=[CH:6][CH:5]=[CH:4][CH:3]=1.[BH4-].[Na+], predict the reaction product. The product is: [CH2:1]([O:8][C:9]1[N:17]=[C:16]([C:18]2[CH:23]=[CH:22][C:21]([N:24]([CH3:26])[CH3:25])=[CH:20][CH:19]=2)[C:15]([CH2:27][OH:28])=[C:14]([O:29][CH2:30][C:31]2[CH:36]=[CH:35][CH:34]=[CH:33][CH:32]=2)[C:10]=1[C:11]([O:13][CH2:1][C:2]1[CH:7]=[CH:6][CH:5]=[CH:4][CH:3]=1)=[O:12])[C:2]1[CH:3]=[CH:4][CH:5]=[CH:6][CH:7]=1.